Dataset: Full USPTO retrosynthesis dataset with 1.9M reactions from patents (1976-2016). Task: Predict the reactants needed to synthesize the given product. (1) Given the product [F:1][C:2]1[C:7]([F:8])=[CH:6][C:5]([S:9][C:10]2[N:11]([CH2:26][CH2:25][CH2:24][C:23]#[CH:22])[C:12]3[CH:17]=[CH:16][N:15]=[C:14]([NH2:18])[C:13]=3[N:19]=2)=[C:4]([I:20])[CH:3]=1, predict the reactants needed to synthesize it. The reactants are: [F:1][C:2]1[C:7]([F:8])=[CH:6][C:5]([S:9][C:10]2[NH:11][C:12]3[CH:17]=[CH:16][N:15]=[C:14]([NH2:18])[C:13]=3[N:19]=2)=[C:4]([I:20])[CH:3]=1.Cl[CH2:22][CH2:23][CH2:24][C:25]#[CH:26].C([O-])([O-])=O.[Cs+].[Cs+].FC1C=CC(I)=C(SC2N(CCCC#C)C3C=CN=C(N)C=3N=2)C=1. (2) Given the product [Br:6][C:7]1[CH:13]=[CH:12][C:10]([NH:11][S:2]([CH3:1])(=[O:4])=[O:3])=[C:9]([CH2:14][CH3:15])[CH:8]=1, predict the reactants needed to synthesize it. The reactants are: [CH3:1][S:2](Cl)(=[O:4])=[O:3].[Br:6][C:7]1[CH:13]=[CH:12][C:10]([NH2:11])=[C:9]([CH2:14][CH3:15])[CH:8]=1.N1C=CC=CC=1. (3) The reactants are: [NH2:1][C:2]1[N:7]=[CH:6][N:5]=[C:4]([NH:8][C:9]2[C:14]3=[CH:15][N:16]([C:18]4[C:25]([Cl:26])=[CH:24][C:21]([C:22]#[N:23])=[CH:20][C:19]=4[Cl:27])[N:17]=[C:13]3[C:12]([F:28])=[CH:11][N:10]=2)[CH:3]=1.Cl. Given the product [ClH:26].[NH2:1][C:2]1[N:7]=[CH:6][N:5]=[C:4]([NH:8][C:9]2[C:14]3=[CH:15][N:16]([C:18]4[C:25]([Cl:26])=[CH:24][C:21]([C:22]#[N:23])=[CH:20][C:19]=4[Cl:27])[N:17]=[C:13]3[C:12]([F:28])=[CH:11][N:10]=2)[CH:3]=1, predict the reactants needed to synthesize it. (4) The reactants are: Cl.[NH2:2][OH:3].[C:4]([C:7]1[CH:8]=[C:9]([N:14]2[CH2:18][CH2:17][N:16]([C:19]3[CH:20]=[N:21][CH:22]=[CH:23][C:24]=3[CH3:25])[C:15]2=[O:26])[CH:10]=[CH:11][C:12]=1[F:13])(=O)[CH3:5].CO. Given the product [F:13][C:12]1[CH:11]=[CH:10][C:9]([N:14]2[CH2:18][CH2:17][N:16]([C:19]3[CH:20]=[N:21][CH:22]=[CH:23][C:24]=3[CH3:25])[C:15]2=[O:26])=[CH:8][C:7]=1[C:4](=[N:2][OH:3])[CH3:5], predict the reactants needed to synthesize it. (5) Given the product [CH3:29][O:28][C:26](=[O:27])[CH2:25][C@H:22]1[CH2:23][CH2:24][C@H:19]([C:16]2[CH:17]=[CH:18][C:13]([N:9]3[C:8](=[O:30])[C:7]4[C:2]([NH2:31])=[N:3][CH:4]=[N:5][C:6]=4[O:12][CH2:11][CH2:10]3)=[CH:14][CH:15]=2)[CH2:20][CH2:21]1, predict the reactants needed to synthesize it. The reactants are: Cl[C:2]1[C:7]2[C:8](=[O:30])[N:9]([C:13]3[CH:18]=[CH:17][C:16]([C@H:19]4[CH2:24][CH2:23][C@H:22]([CH2:25][C:26]([O:28][CH3:29])=[O:27])[CH2:21][CH2:20]4)=[CH:15][CH:14]=3)[CH2:10][CH2:11][O:12][C:6]=2[N:5]=[CH:4][N:3]=1.[NH3:31]. (6) Given the product [CH3:25][O:26][C:27]1[CH:32]=[C:31]([CH3:33])[CH:30]=[CH:29][C:28]=1[S:34]([N:12]1[C:13]2[C:9](=[C:8]3[CH:2]([CH3:1])[N:3]([C:16]([O:18][C:19]([CH3:21])([CH3:20])[CH3:22])=[O:17])[CH2:4][CH2:5][O:6][C:7]3=[CH:15][CH:14]=2)[CH:10]=[CH:11]1)(=[O:35])=[O:36], predict the reactants needed to synthesize it. The reactants are: [CH3:1][CH:2]1[C:8]2=[C:9]3[C:13](=[CH:14][CH:15]=[C:7]2[O:6][CH2:5][CH2:4][N:3]1[C:16]([O:18][C:19]([CH3:22])([CH3:21])[CH3:20])=[O:17])[NH:12][CH:11]=[CH:10]3.[H-].[Na+].[CH3:25][O:26][C:27]1[CH:32]=[C:31]([CH3:33])[CH:30]=[CH:29][C:28]=1[S:34](Cl)(=[O:36])=[O:35]. (7) Given the product [I:14][C:11]1[CH:12]=[CH:13][C:8]([C:5]2[O:4][C:3]([CH2:2][N:17]3[CH2:22][CH2:21][O:20][CH2:19][CH2:18]3)=[N:7][N:6]=2)=[CH:9][CH:10]=1, predict the reactants needed to synthesize it. The reactants are: Cl[CH2:2][C:3]1[O:4][C:5]([C:8]2[CH:13]=[CH:12][C:11]([I:14])=[CH:10][CH:9]=2)=[N:6][N:7]=1.[I-].[K+].[NH:17]1[CH2:22][CH2:21][O:20][CH2:19][CH2:18]1. (8) Given the product [Br:1][C:2]1[CH:3]=[C:4]([CH:8]=[CH:9][C:10]=1[C:11]([N:13]1[CH2:17][CH2:16][CH2:15][CH2:14]1)=[O:12])[C:5]([NH:61][C@H:57]([C:55]1[NH:54][C:53]2[CH:62]=[CH:63][C:50]([Cl:49])=[CH:51][C:52]=2[N:56]=1)[CH2:58][O:59][CH3:60])=[O:7], predict the reactants needed to synthesize it. The reactants are: [Br:1][C:2]1[CH:3]=[C:4]([CH:8]=[CH:9][C:10]=1[C:11]([N:13]1[CH2:17][CH2:16][CH2:15][CH2:14]1)=[O:12])[C:5]([OH:7])=O.CN(C(ON1N=NC2C=CC=CC1=2)=[N+](C)C)C.[B-](F)(F)(F)F.C(N(C(C)C)CC)(C)C.[Cl:49][C:50]1[CH:63]=[CH:62][C:53]2[NH:54][C:55]([C@@H:57]([NH2:61])[CH2:58][O:59][CH3:60])=[N:56][C:52]=2[CH:51]=1.BrCl.